This data is from Reaction yield outcomes from USPTO patents with 853,638 reactions. The task is: Predict the reaction yield, written as a fraction of the theoretical maximum amount of product (1.0 means a 100% yield; for example, 0.34 means a 34% yield). (1) The reactants are C(N[C:5]1[C:6](=[O:23])[O:7][C:8]2[C:13]([CH:14]=1)=[CH:12][CH:11]=[C:10]([O:15]C(=O)C)[C:9]=2[O:19]C(=O)C)(=O)C.CC(O)=[O:26]. The catalyst is Cl. The product is [OH:26][C:5]1[C:6](=[O:23])[O:7][C:8]2[C:13]([CH:14]=1)=[CH:12][CH:11]=[C:10]([OH:15])[C:9]=2[OH:19]. The yield is 0.240. (2) The reactants are [Cl:1][C:2]1[CH:7]=[CH:6][CH:5]=[C:4]([Cl:8])[C:3]=1[CH2:9][CH2:10][CH:11]=[N:12][OH:13].[Cl:14]N1C(=O)CCC1=O.O. The catalyst is CN(C)C=O. The product is [Cl:1][C:2]1[CH:7]=[CH:6][CH:5]=[C:4]([Cl:8])[C:3]=1[CH2:9][CH2:10][C:11]([Cl:14])=[N:12][OH:13]. The yield is 0.860.